Dataset: Forward reaction prediction with 1.9M reactions from USPTO patents (1976-2016). Task: Predict the product of the given reaction. (1) Given the reactants Cl.C[O:3][C:4]1[CH:9]=[CH:8][CH:7]=[CH:6][C:5]=1[NH:10][NH2:11].C(O)(=O)C.[F:16][C:17]([F:25])([F:24])[C:18](=O)[CH2:19][C:20](=O)[CH3:21], predict the reaction product. The product is: [CH3:21][C:20]1[N:10]([C:5]2[CH:6]=[CH:7][CH:8]=[CH:9][C:4]=2[OH:3])[N:11]=[C:18]([C:17]([F:25])([F:24])[F:16])[CH:19]=1. (2) Given the reactants Br[C:2]1[C:3]([CH2:24][CH3:25])=[C:4]([C:8]2[N:12]=[C:11]([C:13]3[CH:18]=[CH:17][C:16]([O:19][CH:20]([CH3:22])[CH3:21])=[C:15]([Cl:23])[CH:14]=3)[O:10][N:9]=2)[CH:5]=[CH:6][CH:7]=1.C(P(C(C)(C)C)C(C)(C)C)(C)(C)C.C(=O)([O-])[O-].[Cs+].[Cs+].Br[Zn][CH2:47][CH2:48][C:49]([O:51][CH2:52][CH3:53])=[O:50], predict the reaction product. The product is: [Cl:23][C:15]1[CH:14]=[C:13]([C:11]2[O:10][N:9]=[C:8]([C:4]3[C:3]([CH2:24][CH3:25])=[C:2]([CH2:47][CH2:48][C:49]([O:51][CH2:52][CH3:53])=[O:50])[CH:7]=[CH:6][CH:5]=3)[N:12]=2)[CH:18]=[CH:17][C:16]=1[O:19][CH:20]([CH3:22])[CH3:21].